This data is from Full USPTO retrosynthesis dataset with 1.9M reactions from patents (1976-2016). The task is: Predict the reactants needed to synthesize the given product. (1) Given the product [NH:1]1[C:5]2[CH:6]=[CH:7][C:8]([C:10]([N:30]3[C@@H:31]4[C@@H:26]([C:25]5[C:20]([CH2:19][C:18]6[CH:34]=[CH:35][C:15]([O:14][CH3:13])=[CH:16][CH:17]=6)=[CH:21][CH:22]=[CH:23][C:24]=5[CH2:33][CH2:32]4)[CH2:27][CH2:28][CH2:29]3)=[O:12])=[CH:9][C:4]=2[N:3]=[CH:2]1, predict the reactants needed to synthesize it. The reactants are: [NH:1]1[C:5]2[CH:6]=[CH:7][C:8]([C:10]([OH:12])=O)=[CH:9][C:4]=2[N:3]=[CH:2]1.[CH3:13][O:14][C:15]1[CH:35]=[CH:34][C:18]([CH2:19][C:20]2[C:25]3[C@@H:26]4[C@H:31]([CH2:32][CH2:33][C:24]=3[CH:23]=[CH:22][CH:21]=2)[NH:30][CH2:29][CH2:28][CH2:27]4)=[CH:17][CH:16]=1. (2) The reactants are: [Cl:1][C:2]1[CH:22]=[C:21]([CH2:23][O:24][C:25]2[CH:30]=[CH:29][CH:28]=[CH:27][CH:26]=2)[CH:20]=[CH:19][C:3]=1[CH2:4][C:5]1[C:13]2[C:8](=[CH:9][CH:10]=[C:11]([C:14]([O:16]C)=[O:15])[CH:12]=2)[NH:7][C:6]=1[CH3:18].[OH-].[Na+].C(O)C.Cl. Given the product [C:14]([C:11]1[CH:12]=[C:13]2[C:8](=[CH:9][CH:10]=1)[NH:7][C:6]([CH3:18])=[C:5]2[CH2:4][C:3]1[CH:19]=[CH:20][C:21]([CH2:23][O:24][C:25]2[CH:30]=[CH:29][CH:28]=[CH:27][CH:26]=2)=[CH:22][C:2]=1[Cl:1])([OH:16])=[O:15], predict the reactants needed to synthesize it. (3) Given the product [CH3:1][O:2][C:3]1[CH:8]=[CH:7][C:6]([S:9]([N:31]2[CH2:32][CH2:33][N:28]([CH3:27])[CH2:29][CH2:30]2)(=[O:11])=[O:10])=[CH:5][C:4]=1[C:13]1[NH:14][C:15](=[S:26])[C:16]2[N:21]([CH3:22])[N:20]=[C:19]([CH2:23][CH2:24][CH3:25])[C:17]=2[N:18]=1, predict the reactants needed to synthesize it. The reactants are: [CH3:1][O:2][C:3]1[CH:8]=[CH:7][C:6]([S:9](Cl)(=[O:11])=[O:10])=[CH:5][C:4]=1[C:13]1[NH:14][C:15](=[S:26])[C:16]2[N:21]([CH3:22])[N:20]=[C:19]([CH2:23][CH2:24][CH3:25])[C:17]=2[N:18]=1.[CH3:27][N:28]1[CH2:33][CH2:32][NH:31][CH2:30][CH2:29]1.C(OC(=O)C)C.C(=O)(O)[O-].[Na+]. (4) The reactants are: [C:1]([C:4]1[N:9]=[N:8][C:7](SC)=[N:6][C:5]=1[NH:12][C:13]1[CH:18]=[CH:17][C:16]([CH:19]2[CH2:24][CH2:23][N:22](C(OC(C)(C)C)=O)[CH2:21][CH2:20]2)=[CH:15][CH:14]=1)(=[O:3])[NH2:2].C1C=C(Cl)C=C(C(OO)=O)C=1.CCN(C(C)C)C(C)C.Cl.[CH3:53][O:54][C:55]1[CH:69]=[CH:68][C:58]([C:59]([NH:61][C@@H:62]2[CH2:67][CH2:66][CH2:65][NH:64][CH2:63]2)=[O:60])=[CH:57][CH:56]=1. Given the product [CH3:53][O:54][C:55]1[CH:56]=[CH:57][C:58]([C:59]([NH:61][C@@H:62]2[CH2:67][CH2:66][CH2:65][N:64]([C:7]3[N:8]=[N:9][C:4]([C:1]([NH2:2])=[O:3])=[C:5]([NH:12][C:13]4[CH:18]=[CH:17][C:16]([CH:19]5[CH2:24][CH2:23][NH:22][CH2:21][CH2:20]5)=[CH:15][CH:14]=4)[N:6]=3)[CH2:63]2)=[O:60])=[CH:68][CH:69]=1, predict the reactants needed to synthesize it. (5) The reactants are: [C:1]([C:5]1[C:6]([O:34][CH3:35])=[C:7]([CH:23]=[C:24]([N:26]2[CH:31]=[CH:30][C:29](=[O:32])[NH:28][C:27]2=[O:33])[CH:25]=1)/[CH:8]=[CH:9]/[C:10]1[CH:15]=[CH:14][C:13]([NH:16][S:17]([CH3:20])(=[O:19])=[O:18])=[CH:12][C:11]=1[CH2:21][OH:22])([CH3:4])([CH3:3])[CH3:2].I(C1C=CC=CC=1C(O)=O)(=O)=O. Given the product [C:1]([C:5]1[C:6]([O:34][CH3:35])=[C:7]([CH:23]=[C:24]([N:26]2[CH:31]=[CH:30][C:29](=[O:32])[NH:28][C:27]2=[O:33])[CH:25]=1)/[CH:8]=[CH:9]/[C:10]1[CH:15]=[CH:14][C:13]([NH:16][S:17]([CH3:20])(=[O:18])=[O:19])=[CH:12][C:11]=1[CH:21]=[O:22])([CH3:4])([CH3:2])[CH3:3], predict the reactants needed to synthesize it.